This data is from Reaction yield outcomes from USPTO patents with 853,638 reactions. The task is: Predict the reaction yield, written as a fraction of the theoretical maximum amount of product (1.0 means a 100% yield; for example, 0.34 means a 34% yield). (1) The reactants are [C:1]([O:5][C:6](=[O:21])[CH2:7][CH2:8][NH:9][CH2:10][C:11]([O:13][CH2:14][C:15]1[CH:20]=[CH:19][CH:18]=[CH:17][CH:16]=1)=[O:12])([CH3:4])([CH3:3])[CH3:2].O=C1CCC(=O)N1[O:29][C:30](=O)[CH2:31][CH2:32][CH2:33][CH2:34][CH2:35][CH2:36][CH2:37][CH2:38][CH2:39][CH2:40][CH2:41][CH2:42][CH2:43][CH2:44][CH2:45][CH2:46][C:47]([O:49][C:50]([CH3:53])([CH3:52])[CH3:51])=[O:48].C1C=NC2N(O)N=NC=2C=1.CCN(C(C)C)C(C)C. The catalyst is CN(C=O)C. The product is [C:50]([O:49][C:47](=[O:48])[CH2:46][CH2:45][CH2:44][CH2:43][CH2:42][CH2:41][CH2:40][CH2:39][CH2:38][CH2:37][CH2:36][CH2:35][CH2:34][CH2:33][CH2:32][CH2:31][C:30](=[O:29])[N:9]([CH2:10][C:11]([O:13][CH2:14][C:15]1[CH:16]=[CH:17][CH:18]=[CH:19][CH:20]=1)=[O:12])[CH2:8][CH2:7][C:6]([O:5][C:1]([CH3:4])([CH3:2])[CH3:3])=[O:21])([CH3:53])([CH3:51])[CH3:52]. The yield is 0.850. (2) The reactants are [NH2:1][C:2]1[S:3][C:4]([N:12]2[CH2:21][CH2:20][C:15]3(OCC[O:16]3)[CH2:14][CH2:13]2)=[C:5]([C:7]2[O:8][CH:9]=[CH:10][CH:11]=2)[N:6]=1.Cl.C(=O)([O-])O.[Na+]. The catalyst is C1COCC1. The product is [NH2:1][C:2]1[S:3][C:4]([N:12]2[CH2:21][CH2:20][C:15](=[O:16])[CH2:14][CH2:13]2)=[C:5]([C:7]2[O:8][CH:9]=[CH:10][CH:11]=2)[N:6]=1. The yield is 0.180. (3) The reactants are [F:1][C:2]1[CH:7]=[CH:6][C:5]([N:8]2[C:16]3[C:11](=[CH:12][C:13]([CH:17]([OH:26])[C:18]4[CH:25]=[CH:24][C:21]([C:22]#N)=[CH:20][CH:19]=4)=[CH:14][CH:15]=3)[CH:10]=[N:9]2)=[CH:4][CH:3]=1.CS(C)=[O:29].[OH-:31].[Na+]. The catalyst is CO. The product is [F:1][C:2]1[CH:7]=[CH:6][C:5]([N:8]2[C:16]3[C:11](=[CH:12][C:13]([CH:17]([OH:26])[C:18]4[CH:25]=[CH:24][C:21]([C:22]([OH:29])=[O:31])=[CH:20][CH:19]=4)=[CH:14][CH:15]=3)[CH:10]=[N:9]2)=[CH:4][CH:3]=1. The yield is 0.950. (4) The reactants are [Cl:1][C:2]1[CH:11]=[C:10]([CH3:12])[C:9]([N:13]2[CH:17]=[CH:16][CH:15]=[N:14]2)=[CH:8][C:3]=1[C:4](OC)=[O:5].CO.[NH3:20]. No catalyst specified. The product is [Cl:1][C:2]1[CH:11]=[C:10]([CH3:12])[C:9]([N:13]2[CH:17]=[CH:16][CH:15]=[N:14]2)=[CH:8][C:3]=1[C:4]([NH2:20])=[O:5]. The yield is 0.820. (5) The reactants are S(Br)([Br:3])=O.[F:5][C:6]1[N:11]=[CH:10][C:9]([CH:12](O)[CH3:13])=[CH:8][CH:7]=1.CC(OO)=O. The catalyst is C(Cl)Cl. The product is [Br:3][CH:12]([C:9]1[CH:8]=[CH:7][C:6]([F:5])=[N:11][CH:10]=1)[CH3:13]. The yield is 0.960. (6) The reactants are [NH2:1][C@H:2]1[CH2:8][O:7][C:6]2[CH:9]=[CH:10][C:11](Br)=[CH:12][C:5]=2[N:4]([CH3:14])[C:3]1=[O:15].[NH:16]1[CH:20]=[CH:19][CH:18]=[N:17]1.C(=O)([O-])[O-].[K+].[K+].CNCCNC. The catalyst is O.CO.C(Cl)Cl.[Cu]I.O1CCOCC1. The product is [NH2:1][C@H:2]1[CH2:8][O:7][C:6]2[CH:9]=[CH:10][C:11]([N:16]3[CH:20]=[CH:19][CH:18]=[N:17]3)=[CH:12][C:5]=2[N:4]([CH3:14])[C:3]1=[O:15]. The yield is 0.190. (7) The yield is 0.734. The product is [CH:12]([C@@H:7]1[C:6]([O:15][CH3:16])=[N:5][C@@:4]([CH3:17])([CH2:3][CH2:2][N:18]2[CH2:22][CH2:21][CH2:20][CH2:19]2)[C:9]([O:10][CH3:11])=[N:8]1)([CH3:14])[CH3:13]. The reactants are Br[CH2:2][CH2:3][C@@:4]1([CH3:17])[C:9]([O:10][CH3:11])=[N:8][C@H:7]([CH:12]([CH3:14])[CH3:13])[C:6]([O:15][CH3:16])=[N:5]1.[NH:18]1[CH2:22][CH2:21][CH2:20][CH2:19]1. The catalyst is CN(C1C=CN=CC=1)C.C1COCC1. (8) The reactants are Br.[OH:2][C:3]1[CH:4]=[C:5]([N+:13]([O-:15])=[O:14])[CH:6]=[C:7]2[C:12]=1[N:11]=[CH:10][CH:9]=[CH:8]2.C([O-])([O-])=O.[K+].[K+]. The catalyst is [Na+].[I-].C(Br)C1C=CC=CC=1.CN(C=O)C. The product is [CH2:8]([O:2][C:3]1[CH:4]=[C:5]([N+:13]([O-:15])=[O:14])[CH:6]=[C:7]2[C:12]=1[N:11]=[CH:10][CH:9]=[CH:8]2)[C:7]1[CH:12]=[CH:3][CH:4]=[CH:5][CH:6]=1. The yield is 0.990. (9) The reactants are [CH3:1][C:2]1[CH:8]=[CH:7][CH:6]=[C:5]([CH3:9])[C:3]=1[NH2:4].C(N(CC)CC)C.O1CCCC1.[Br:22][C:23]1[CH:24]=[C:25]([CH:29]=[CH:30][CH:31]=1)[C:26](Cl)=[O:27]. The catalyst is C(Cl)(Cl)Cl. The product is [CH3:1][C:2]1[CH:8]=[CH:7][CH:6]=[C:5]([CH3:9])[C:3]=1[NH:4][C:26](=[O:27])[C:25]1[CH:29]=[CH:30][CH:31]=[C:23]([Br:22])[CH:24]=1. The yield is 0.530. (10) The reactants are Cl.[NH2:2][C:3]1[N:4]=[C:5]2[CH:10]=[CH:9][C:8]([O:11][C:12]3[CH:13]=[CH:14][C:15]([F:28])=[C:16]([NH:18][C:19]([C:21]4[N:25]([CH3:26])[N:24]=[C:23]([CH3:27])[CH:22]=4)=[O:20])[CH:17]=3)=[N:7][N:6]2[CH:29]=1.C(N(CC)CC)C.[CH:37]1([S:40](Cl)(=[O:42])=[O:41])[CH2:39][CH2:38]1.O. The catalyst is CN1CCCC1=O. The product is [CH:37]1([S:40]([NH:2][C:3]2[N:4]=[C:5]3[CH:10]=[CH:9][C:8]([O:11][C:12]4[CH:13]=[CH:14][C:15]([F:28])=[C:16]([NH:18][C:19]([C:21]5[N:25]([CH3:26])[N:24]=[C:23]([CH3:27])[CH:22]=5)=[O:20])[CH:17]=4)=[N:7][N:6]3[CH:29]=2)(=[O:42])=[O:41])[CH2:39][CH2:38]1. The yield is 0.160.